Predict the reactants needed to synthesize the given product. From a dataset of Full USPTO retrosynthesis dataset with 1.9M reactions from patents (1976-2016). (1) Given the product [Cl:17][C:18]1[C:23]([F:24])=[CH:22][CH:21]=[C:20]([F:25])[C:19]=1/[CH:26]=[CH:27]/[C:28]([NH:16][C:13]1[CH:14]=[CH:15][N:11]([CH2:10][C:8]2[O:9][C:5]([C:2]([F:1])([F:4])[CH3:3])=[CH:6][CH:7]=2)[N:12]=1)=[O:29], predict the reactants needed to synthesize it. The reactants are: [F:1][C:2]([C:5]1[O:9][C:8]([CH2:10][N:11]2[CH:15]=[CH:14][C:13]([NH2:16])=[N:12]2)=[CH:7][CH:6]=1)([F:4])[CH3:3].[Cl:17][C:18]1[C:23]([F:24])=[CH:22][CH:21]=[C:20]([F:25])[C:19]=1/[CH:26]=[CH:27]/[C:28](O)=[O:29]. (2) Given the product [F:1][C:2]([F:10])([F:11])[C:3]1[CH:4]=[CH:5][C:6]([O:9][C:13]2[CH:20]=[CH:19][C:16]([CH:17]=[O:18])=[CH:15][CH:14]=2)=[CH:7][CH:8]=1, predict the reactants needed to synthesize it. The reactants are: [F:1][C:2]([F:11])([F:10])[C:3]1[CH:8]=[CH:7][C:6]([OH:9])=[CH:5][CH:4]=1.F[C:13]1[CH:20]=[CH:19][C:16]([CH:17]=[O:18])=[CH:15][CH:14]=1.C([O-])([O-])=O.[Cs+].[Cs+]. (3) Given the product [NH2:25][C:26]([CH2:31][OH:32])([CH2:29][OH:30])[CH2:27][OH:28].[F:11][C:9]([F:10])([F:12])[C:7]1[CH:6]=[C:5]([C@H:13]2[O:17][C@@H:16]([CH2:18][CH2:19][C:20]([OH:22])=[O:21])[CH2:15][CH2:14]2)[CH:4]=[C:3]([C:2]([F:24])([F:1])[F:23])[CH:8]=1, predict the reactants needed to synthesize it. The reactants are: [F:1][C:2]([F:24])([F:23])[C:3]1[CH:4]=[C:5]([C@H:13]2[O:17][C@@H:16]([CH2:18][CH2:19][C:20]([O-:22])=[O:21])[CH2:15][CH2:14]2)[CH:6]=[C:7]([C:9]([F:12])([F:11])[F:10])[CH:8]=1.[NH2:25][C:26]([CH2:31][OH:32])([CH2:29][OH:30])[CH2:27][OH:28]. (4) Given the product [OH:19][CH2:17][C:14]1[CH:13]=[C:12]([C:11]2[C:6]([NH:5][C:3](=[O:4])[O:26][C:27]([CH3:30])([CH3:29])[CH3:28])=[N:7][CH:8]=[CH:9][CH:10]=2)[O:16][N:15]=1, predict the reactants needed to synthesize it. The reactants are: CC(C)(C)[C:3]([NH:5][C:6]1[C:11]([C:12]2[O:16][N:15]=[C:14]([C:17]([O:19]CC)=O)[CH:13]=2)=[CH:10][CH:9]=[CH:8][N:7]=1)=[O:4].C(OC([O:26][C:27]([CH3:30])([CH3:29])[CH3:28])=O)([O:26][C:27]([CH3:30])([CH3:29])[CH3:28])=O.O1CCCC1.[BH4-].[Na+]. (5) Given the product [CH2:9]([O:8][C:3]1[CH:4]=[CH:5][CH:6]=[CH:7][C:2]=1[B:19]([OH:23])[OH:20])[CH2:10][CH:11]([CH3:13])[CH3:12], predict the reactants needed to synthesize it. The reactants are: Br[C:2]1[CH:7]=[CH:6][CH:5]=[CH:4][C:3]=1[O:8][CH2:9][CH2:10][CH:11]([CH3:13])[CH3:12].C([Li])CCC.[B:19](OCC)([O:23]CC)[O:20]CC. (6) Given the product [Br:1][C:2]1[S:3][C:4]([CH3:9])=[C:5]([CH2:7][O:8][Si:15]([C:18]([CH3:21])([CH3:20])[CH3:19])([CH3:17])[CH3:16])[N:6]=1, predict the reactants needed to synthesize it. The reactants are: [Br:1][C:2]1[S:3][C:4]([CH3:9])=[C:5]([CH2:7][OH:8])[N:6]=1.N1C=CN=C1.[Si:15](Cl)([C:18]([CH3:21])([CH3:20])[CH3:19])([CH3:17])[CH3:16]. (7) Given the product [CH2:15]([N:1]1[C:10]2[C:5](=[CH:6][CH:7]=[C:8]([O:11][CH2:21][CH:20]=[CH2:19])[N:9]=2)[CH:4]=[CH:3][C:2]1=[O:12])[CH:16]=[CH2:17], predict the reactants needed to synthesize it. The reactants are: [NH:1]1[C:10]2[NH:9][C:8](=[O:11])[CH:7]=[CH:6][C:5]=2[CH:4]=[CH:3][C:2]1=[O:12].[H-].[Na+].[CH2:15](Br)[CH:16]=[CH2:17].[CH2:19](I)[CH:20]=[CH2:21].